From a dataset of Catalyst prediction with 721,799 reactions and 888 catalyst types from USPTO. Predict which catalyst facilitates the given reaction. (1) Reactant: [C:1]([C:4]1[C:12]2[C:7](=[CH:8][C:9]([P:13](=[O:20])([O:17]CC)[O:14]CC)=[CH:10][CH:11]=2)[N:6]([CH2:21][C:22]([N:24]2[CH2:28][C@H:27]([F:29])[CH2:26][C@H:25]2[C:30](=[O:41])[NH:31][CH2:32][C:33]2[CH:38]=[CH:37][CH:36]=[C:35]([Cl:39])[C:34]=2[F:40])=[O:23])[N:5]=1)(=[O:3])[NH2:2].Br[Si](C)(C)C. Product: [C:1]([C:4]1[C:12]2[C:7](=[CH:8][C:9]([P:13](=[O:14])([OH:17])[OH:20])=[CH:10][CH:11]=2)[N:6]([CH2:21][C:22]([N:24]2[CH2:28][C@H:27]([F:29])[CH2:26][C@H:25]2[C:30](=[O:41])[NH:31][CH2:32][C:33]2[CH:38]=[CH:37][CH:36]=[C:35]([Cl:39])[C:34]=2[F:40])=[O:23])[N:5]=1)(=[O:3])[NH2:2]. The catalyst class is: 4. (2) Reactant: [H-].[Na+].[Br:3][C:4]1[CH:5]=[CH:6][C:7]([CH2:10][C:11]#[N:12])=[N:8][CH:9]=1.Br[CH2:14][CH2:15][O:16][CH2:17][CH2:18]Br.O. Product: [Br:3][C:4]1[CH:5]=[CH:6][C:7]([C:10]2([C:11]#[N:12])[CH2:18][CH2:17][O:16][CH2:15][CH2:14]2)=[N:8][CH:9]=1. The catalyst class is: 9.